Dataset: Reaction yield outcomes from USPTO patents with 853,638 reactions. Task: Predict the reaction yield, written as a fraction of the theoretical maximum amount of product (1.0 means a 100% yield; for example, 0.34 means a 34% yield). (1) The product is [CH2:14]([O:8][C@H:7]1[C@@H:6]([O:9][CH2:14][C:15]2[CH:20]=[CH:19][CH:18]=[CH:17][CH:16]=2)[C@@H:5]([O:10][CH3:11])[O:4][C@@H:3]1[CH2:2][O:1][CH2:14][C:15]1[CH:20]=[CH:19][CH:18]=[CH:17][CH:16]=1)[C:15]1[CH:20]=[CH:19][CH:18]=[CH:17][CH:16]=1. The yield is 0.900. The catalyst is CN(C=O)C. The reactants are [OH:1][CH2:2][C@@H:3]1[C@@H:7]([OH:8])[C@@H:6]([OH:9])[C@@H:5]([O:10][CH3:11])[O:4]1.[H-].[Na+].[CH2:14](Br)[C:15]1[CH:20]=[CH:19][CH:18]=[CH:17][CH:16]=1. (2) The yield is 0.580. The product is [CH:7]([N:10]1[CH:5]=[CH:2][C:3]([NH2:4])=[N:11]1)([CH3:9])[CH3:8]. The reactants are Cl[C:2](=[CH2:5])[C:3]#[N:4].Cl.[CH:7]([NH:10][NH2:11])([CH3:9])[CH3:8].C(=O)([O-])[O-].[K+].[K+]. The catalyst is O. (3) The reactants are [F:1][C:2]1[CH:37]=[C:36]([N+:38]([O-])=O)[CH:35]=[CH:34][C:3]=1[O:4][C:5]1[CH:10]=[CH:9][N:8]=[C:7]2[CH:11]=[C:12]([C:14]3[CH:15]=[C:16]([CH:31]=[CH:32][CH:33]=3)[CH2:17][CH2:18][N:19]([CH2:27][CH2:28][O:29][CH3:30])[C:20](=[O:26])[O:21][C:22]([CH3:25])([CH3:24])[CH3:23])[S:13][C:6]=12.[Cl-].[NH4+]. The catalyst is CO.O.[Zn]. The product is [NH2:38][C:36]1[CH:35]=[CH:34][C:3]([O:4][C:5]2[CH:10]=[CH:9][N:8]=[C:7]3[CH:11]=[C:12]([C:14]4[CH:15]=[C:16]([CH:31]=[CH:32][CH:33]=4)[CH2:17][CH2:18][N:19]([CH2:27][CH2:28][O:29][CH3:30])[C:20](=[O:26])[O:21][C:22]([CH3:25])([CH3:23])[CH3:24])[S:13][C:6]=23)=[C:2]([F:1])[CH:37]=1. The yield is 0.880. (4) The reactants are [F:1][C:2]1[CH:7]=[C:6]([S:8]([CH3:11])(=[O:10])=[O:9])[C:5]([CH3:12])=[CH:4][C:3]=1[NH:13][C@H:14]1[CH2:18][CH2:17][N:16]([CH:19]2[CH2:24][CH2:23][N:22](C(OCC3C=CC=CC=3)=O)[CH2:21][CH2:20]2)[C:15]1=[O:35].[H][H]. The catalyst is CCO.[Pd]. The product is [F:1][C:2]1[CH:7]=[C:6]([S:8]([CH3:11])(=[O:10])=[O:9])[C:5]([CH3:12])=[CH:4][C:3]=1[NH:13][C@H:14]1[CH2:18][CH2:17][N:16]([CH:19]2[CH2:20][CH2:21][NH:22][CH2:23][CH2:24]2)[C:15]1=[O:35]. The yield is 1.02. (5) The reactants are [C:1]([O:4][CH2:5][C@@H:6]1[C@@H:13]2[C@@H:9]([O:10][C:11]([CH3:15])([CH3:14])[O:12]2)[C@H:8]([N:16]2[CH:24]=[N:23][C:22]3[C:17]2=[N:18][CH:19]=[N:20][C:21]=3Cl)[O:7]1)(=[O:3])[CH3:2].[CH2:26]([Sn](CCCC)(CCCC)C=C)[CH2:27]CC. The catalyst is ClC(Cl)C.Cl[Pd](Cl)([P](C1C=CC=CC=1)(C1C=CC=CC=1)C1C=CC=CC=1)[P](C1C=CC=CC=1)(C1C=CC=CC=1)C1C=CC=CC=1. The product is [C:1]([O:4][CH2:5][C@@H:6]1[C@@H:13]2[C@@H:9]([O:10][C:11]([CH3:15])([CH3:14])[O:12]2)[C@H:8]([N:16]2[CH:24]=[N:23][C:22]3[C:17]2=[N:18][CH:19]=[N:20][C:21]=3[CH:26]=[CH2:27])[O:7]1)(=[O:3])[CH3:2]. The yield is 0.850. (6) The reactants are [F:1][C:2]([F:16])([F:15])[C:3]1[CH:8]=[CH:7][C:6]([C:9]2(C#N)[CH2:12][CH2:11][CH2:10]2)=[CH:5][CH:4]=1.C[Mg+].[Br-].CC[O:22][CH2:23][CH3:24].O.Cl. The catalyst is C1(C)C=CC=CC=1. The product is [F:1][C:2]([F:15])([F:16])[C:3]1[CH:4]=[CH:5][C:6]([C:9]2([C:23](=[O:22])[CH3:24])[CH2:12][CH2:11][CH2:10]2)=[CH:7][CH:8]=1. The yield is 0.880. (7) The reactants are Cl[C:2]1[N:7]=[C:6]([C:8]2[CH:13]=[CH:12][C:11]([C:14]([F:17])([F:16])[F:15])=[CH:10][CH:9]=2)[CH:5]=[CH:4][N:3]=1.[IH:18]. The catalyst is ClCCl. The product is [I:18][C:2]1[N:7]=[C:6]([C:8]2[CH:13]=[CH:12][C:11]([C:14]([F:17])([F:16])[F:15])=[CH:10][CH:9]=2)[CH:5]=[CH:4][N:3]=1. The yield is 0.951. (8) The reactants are C(=O)([O-])[O-].[Cs+].[Cs+].CC(C1C=C(C(C)C)C(C2C=CC=CC=2P(C2CCCCC2)C2CCCCC2)=C(C(C)C)C=1)C.Br[C:42]1[CH:47]=[C:46]([N+:48]([O-:50])=[O:49])[CH:45]=[CH:44][C:43]=1[O:51][CH3:52].[CH3:53][NH:54][CH2:55][CH2:56][N:57]([CH3:59])[CH3:58]. The catalyst is CC([O-])=O.CC([O-])=O.[Pd+2].C1(C)C=CC=CC=1. The product is [CH3:52][O:51][C:43]1[CH:44]=[CH:45][C:46]([N+:48]([O-:50])=[O:49])=[CH:47][C:42]=1[N:54]([CH3:53])[CH2:55][CH2:56][N:57]([CH3:59])[CH3:58]. The yield is 0.270. (9) The reactants are [CH3:1][C:2]1[O:6][N:5]=[C:4]([C:7]2[CH:12]=[CH:11][CH:10]=[CH:9][CH:8]=2)[C:3]=1[C:13]([NH:15][NH2:16])=[O:14].[F:17][CH:18]([F:29])[O:19][C:20]1[CH:28]=[CH:27][C:23]([C:24](O)=O)=[CH:22][CH:21]=1. No catalyst specified. The product is [F:17][CH:18]([F:29])[O:19][C:20]1[CH:28]=[CH:27][C:23]([C:24]2[O:14][C:13]([C:3]3[C:4]([C:7]4[CH:12]=[CH:11][CH:10]=[CH:9][CH:8]=4)=[N:5][O:6][C:2]=3[CH3:1])=[N:15][N:16]=2)=[CH:22][CH:21]=1. The yield is 0.250. (10) The reactants are [CH3:1][O:2][C:3]1[C:8]([C:9]2[CH:14]=[CH:13][N:12]=[C:11]([NH2:15])[CH:10]=2)=[CH:7][CH:6]=[CH:5][N:4]=1.[C:16](N1C=CC=CC1=O)(N1C=CC=CC1=O)=[S:17]. The catalyst is ClCCl. The yield is 0.718. The product is [N:15]([C:11]1[CH:10]=[C:9]([C:8]2[C:3]([O:2][CH3:1])=[N:4][CH:5]=[CH:6][CH:7]=2)[CH:14]=[CH:13][N:12]=1)=[C:16]=[S:17].